Predict the reactants needed to synthesize the given product. From a dataset of Full USPTO retrosynthesis dataset with 1.9M reactions from patents (1976-2016). (1) Given the product [N:13]1[CH:12]=[CH:11][C:10]([C:5]2([CH2:4][C:3]([OH:16])=[O:2])[NH:9][CH:8]=[CH:7][S:6]2)=[CH:15][CH:14]=1, predict the reactants needed to synthesize it. The reactants are: C[O:2][C:3](=[O:16])[CH2:4][C:5]1([C:10]2[CH:15]=[CH:14][N:13]=[CH:12][CH:11]=2)[NH:9][CH:8]=[CH:7][S:6]1.O. (2) Given the product [OH:7][C:1]([C:3]([F:6])([F:5])[F:4])=[O:2].[NH:15]1[CH2:18][CH:17]([NH:19][C:20]([CH2:21][NH:22][C:23](=[O:38])[C:24]2[CH:29]=[C:28]([C:30]([F:33])([F:32])[F:31])[CH:27]=[C:26]([C:34]([F:35])([F:37])[F:36])[CH:25]=2)=[O:39])[CH2:16]1, predict the reactants needed to synthesize it. The reactants are: [C:1]([OH:7])([C:3]([F:6])([F:5])[F:4])=[O:2].C(OC([N:15]1[CH2:18][CH:17]([NH:19][C:20](=[O:39])[CH2:21][NH:22][C:23](=[O:38])[C:24]2[CH:29]=[C:28]([C:30]([F:33])([F:32])[F:31])[CH:27]=[C:26]([C:34]([F:37])([F:36])[F:35])[CH:25]=2)[CH2:16]1)=O)(C)(C)C. (3) Given the product [Br:1][C:2]1[S:6][N:5]=[C:4]([C:7]([F:10])([F:9])[F:8])[C:3]=1[C:11]([OH:13])=[O:22], predict the reactants needed to synthesize it. The reactants are: [Br:1][C:2]1[S:6][N:5]=[C:4]([C:7]([F:10])([F:9])[F:8])[C:3]=1[C:11]#N.[OH:13]S(O)(=O)=O.N([O-])=O.[Na+].[OH2:22]. (4) Given the product [Cl:1][C:2]1[C:7]([OH:8])=[C:6]([C:17]#[C:16][Si:13]([CH3:15])([CH3:14])[CH3:12])[CH:5]=[C:4]([CH2:10][OH:11])[N:3]=1, predict the reactants needed to synthesize it. The reactants are: [Cl:1][C:2]1[C:7]([OH:8])=[C:6](I)[CH:5]=[C:4]([CH2:10][OH:11])[N:3]=1.[CH3:12][Si:13]([C:16]#[CH:17])([CH3:15])[CH3:14]. (5) Given the product [Cl:39][C:35]1[CH:36]=[CH:37][CH:38]=[C:4]([Cl:3])[C:5]=1[C:6]([NH:8][C@H:9]([C:31]([OH:33])=[O:32])[CH2:10][C:11]1[CH:12]=[CH:13][C:14]([NH:17][C:18](=[O:30])[CH2:19][C:20]2[CH:29]=[CH:28][C:27]3[CH2:26][CH2:25][CH2:24][NH:23][C:22]=3[N:21]=2)=[CH:15][CH:16]=1)=[O:7], predict the reactants needed to synthesize it. The reactants are: [Li+].[OH-].[Cl:3][C:4]1[CH:38]=[CH:37][CH:36]=[C:35]([Cl:39])[C:5]=1[C:6]([NH:8][C@H:9]([C:31]([O:33]C)=[O:32])[CH2:10][C:11]1[CH:16]=[CH:15][C:14]([NH:17][C:18](=[O:30])[CH2:19][C:20]2[CH:29]=[CH:28][C:27]3[CH2:26][CH2:25][CH2:24][NH:23][C:22]=3[N:21]=2)=[CH:13][CH:12]=1)=[O:7]. (6) Given the product [Cl:53][C:28]1[C:27]([NH:26][C:2]2[N:7]=[C:6]([N:8]([CH:18]3[CH2:20][CH2:19]3)[CH2:9][C:10]3[CH:15]=[CH:14][C:13]([O:16][CH3:17])=[CH:12][CH:11]=3)[C:5]3=[N:21][CH:22]=[C:23]([C:24]#[N:25])[N:4]3[N:3]=2)=[CH:32][C:31]([C:33]#[N:34])=[CH:30][C:29]=1[N:35]1[CH2:40][CH2:39][N:38]([C:41]([O:43][C:44]([CH3:45])([CH3:46])[CH3:47])=[O:42])[CH:37]([C:48](=[O:52])[N:49]([CH3:50])[CH3:51])[CH2:36]1, predict the reactants needed to synthesize it. The reactants are: Cl[C:2]1[N:7]=[C:6]([N:8]([CH:18]2[CH2:20][CH2:19]2)[CH2:9][C:10]2[CH:15]=[CH:14][C:13]([O:16][CH3:17])=[CH:12][CH:11]=2)[C:5]2=[N:21][CH:22]=[C:23]([C:24]#[N:25])[N:4]2[N:3]=1.[NH2:26][C:27]1[C:28]([Cl:53])=[C:29]([N:35]2[CH2:40][CH2:39][N:38]([C:41]([O:43][C:44]([CH3:47])([CH3:46])[CH3:45])=[O:42])[CH:37]([C:48](=[O:52])[N:49]([CH3:51])[CH3:50])[CH2:36]2)[CH:30]=[C:31]([C:33]#[N:34])[CH:32]=1.CC1(C)C2C(=C(P(C3C=CC=CC=3)C3C=CC=CC=3)C=CC=2)OC2C(P(C3C=CC=CC=3)C3C=CC=CC=3)=CC=CC1=2.C(=O)([O-])[O-].[Cs+].[Cs+]. (7) Given the product [CH2:20]([O:26][Si:30]([CH3:33])([CH3:32])[O:29][Si:28]([O:34][CH2:18][CH2:19][CH2:9][CH2:10][CH2:11][CH3:12])([CH3:35])[CH3:27])[CH2:21][CH2:22][CH2:23][CH2:24][CH3:25], predict the reactants needed to synthesize it. The reactants are: FC(F)(F)S(O)(=O)=O.[CH2:9]1[CH2:19][CH2:18]N2[C:12](=NCCC2)[CH2:11][CH2:10]1.[CH2:20]([OH:26])[CH2:21][CH2:22][CH2:23][CH2:24][CH3:25].[CH3:27][Si:28]([CH3:35])([OH:34])[O:29][Si:30]([CH3:33])([CH3:32])O. (8) Given the product [C:16]([C:15]1[CH:18]=[CH:19][C:12]([NH:11][CH3:4])=[CH:13][CH:14]=1)#[N:17], predict the reactants needed to synthesize it. The reactants are: C(O)=O.[C:4](OC(=O)C)(=O)C.[NH2:11][C:12]1[CH:19]=[CH:18][C:15]([C:16]#[N:17])=[CH:14][CH:13]=1. (9) Given the product [CH3:1][O:2][C:3]1[CH:4]=[C:5]([CH:30]=[C:31]([O:33][CH3:34])[CH:32]=1)[O:6][C@@H:7]([C@:10]1([C:19]2[CH:24]=[CH:23][C:22]([O:25][CH3:26])=[C:21]([O:27][CH3:28])[CH:20]=2)[C:11]2[C:16](=[CH:15][CH:14]=[CH:13][CH:12]=2)[CH2:17][CH2:18][NH:9]1)[C:8]([OH:29])=[O:36], predict the reactants needed to synthesize it. The reactants are: [CH3:1][O:2][C:3]1[CH:4]=[C:5]([CH:30]=[C:31]([O:33][CH3:34])[CH:32]=1)[O:6][C@H:7]1[C@:10]2([C:19]3[CH:24]=[CH:23][C:22]([O:25][CH3:26])=[C:21]([O:27][CH3:28])[CH:20]=3)[C:11]3[C:16]([CH2:17][CH2:18][N:9]2[C:8]1=[O:29])=[CH:15][CH:14]=[CH:13][CH:12]=3.Cl.[O:36]1CCOCC1. (10) Given the product [CH2:1]([O:8][CH2:9][CH2:10][CH2:11][C@H:12]([C:21]1[C:25]([CH:26]2[CH2:28][CH2:27]2)=[C:24]([C:29]2[O:33][N:32]=[C:31]([CH2:34][CH:35]([CH3:37])[CH3:36])[CH:30]=2)[O:23][N:22]=1)[CH2:13][C:14]([OH:16])=[O:15])[C:2]1[CH:7]=[CH:6][CH:5]=[CH:4][CH:3]=1, predict the reactants needed to synthesize it. The reactants are: [CH2:1]([O:8][CH2:9][CH2:10][CH2:11][C@H:12]([C:21]1[C:25]([CH:26]2[CH2:28][CH2:27]2)=[C:24]([C:29]2[O:33][N:32]=[C:31]([CH2:34][CH:35]([CH3:37])[CH3:36])[CH:30]=2)[O:23][N:22]=1)[CH2:13][C:14]([O:16]C(C)(C)C)=[O:15])[C:2]1[CH:7]=[CH:6][CH:5]=[CH:4][CH:3]=1.FC(F)(F)C(O)=O.